This data is from hERG potassium channel inhibition data for cardiac toxicity prediction from Karim et al.. The task is: Regression/Classification. Given a drug SMILES string, predict its toxicity properties. Task type varies by dataset: regression for continuous values (e.g., LD50, hERG inhibition percentage) or binary classification for toxic/non-toxic outcomes (e.g., AMES mutagenicity, cardiotoxicity, hepatotoxicity). Dataset: herg_karim. (1) The drug is CC(=O)NCCc1ccccc1-c1onc([C@H]2CNCC[C@]2(O)c2ccc(F)c(F)c2)c1C(C)=O. The result is 0 (non-blocker). (2) The drug is CCN/C(=N\S(=O)(=O)c1cccc(Cl)c1)N1CC2(C=N1)CCNCC2. The result is 1 (blocker).